This data is from Catalyst prediction with 721,799 reactions and 888 catalyst types from USPTO. The task is: Predict which catalyst facilitates the given reaction. (1) Reactant: [NH2:1][C:2]1[C:10]([C:11]([O:13]CC)=[O:12])=[C:9]2[C:5]([CH:6]=[CH:7][NH:8]2)=[CH:4][CH:3]=1.[C:16]1([S:26](Cl)(=[O:28])=[O:27])[C:25]2[C:20](=[CH:21][CH:22]=[CH:23][CH:24]=2)[CH:19]=[CH:18][CH:17]=1.N1C=CC=CC=1.[Li+].[OH-]. Product: [C:16]1([S:26]([NH:1][C:2]2[C:10]([C:11]([OH:13])=[O:12])=[C:9]3[C:5]([CH:6]=[CH:7][NH:8]3)=[CH:4][CH:3]=2)(=[O:28])=[O:27])[C:25]2[C:20](=[CH:21][CH:22]=[CH:23][CH:24]=2)[CH:19]=[CH:18][CH:17]=1. The catalyst class is: 2. (2) Reactant: [CH3:1][N:2]([CH3:29])[C:3]1[CH:28]=[CH:27][C:6]([C:7]([C:9]2[CH:10]=[C:11]3[C:16](=[CH:17][CH:18]=2)[CH:15]=[C:14]([NH:19]C(=O)OC(C)(C)C)[CH:13]=[CH:12]3)=[O:8])=[CH:5][CH:4]=1. Product: [NH2:19][C:14]1[CH:15]=[C:16]2[C:11](=[CH:12][CH:13]=1)[CH:10]=[C:9]([C:7]([C:6]1[CH:27]=[CH:28][C:3]([N:2]([CH3:29])[CH3:1])=[CH:4][CH:5]=1)=[O:8])[CH:18]=[CH:17]2. The catalyst class is: 631. (3) Reactant: [CH3:1][C@H:2]1[C@@H:6]([C:7]([OH:10])([CH3:9])[CH3:8])[CH2:5][CH2:4][N:3]1[C@H](C1C=CC=CC=1)C. Product: [OH:10][C:7]([C@H:6]1[CH2:5][CH2:4][NH:3][C@H:2]1[CH3:1])([CH3:9])[CH3:8]. The catalyst class is: 352. (4) Reactant: Cl.[NH2:2][C@H:3]1[CH2:7][CH2:6][CH2:5][C@@H:4]1[NH:8][C:9](=[O:20])[C:10]1[C:15]([O:16][CH3:17])=[CH:14][CH:13]=[CH:12][C:11]=1[O:18][CH3:19].CCN(C(C)C)C(C)C.Cl[C:31]1[S:32][C:33]2[CH:39]=[CH:38][C:37]([Cl:40])=[CH:36][C:34]=2[N:35]=1. Product: [Cl:40][C:37]1[CH:38]=[CH:39][C:33]2[S:32][C:31]([NH:2][C@H:3]3[CH2:7][CH2:6][CH2:5][C@@H:4]3[NH:8][C:9](=[O:20])[C:10]3[C:15]([O:16][CH3:17])=[CH:14][CH:13]=[CH:12][C:11]=3[O:18][CH3:19])=[N:35][C:34]=2[CH:36]=1. The catalyst class is: 37.